From a dataset of Forward reaction prediction with 1.9M reactions from USPTO patents (1976-2016). Predict the product of the given reaction. (1) Given the reactants [CH3:1][N:2]1[CH2:7][CH2:6][NH:5][CH2:4][CH2:3]1.[Br:8][C:9]1[CH:17]=[C:16]([C:18]([OH:20])=O)[CH:15]=[C:14]2[C:10]=1[CH:11]=[CH:12][NH:13]2.C(N(CC)CC)C.CN(C(ON1N=NC2C=CC=CC1=2)=[N+](C)C)C.F[P-](F)(F)(F)(F)F, predict the reaction product. The product is: [Br:8][C:9]1[CH:17]=[C:16]([C:18]([N:5]2[CH2:6][CH2:7][N:2]([CH3:1])[CH2:3][CH2:4]2)=[O:20])[CH:15]=[C:14]2[C:10]=1[CH:11]=[CH:12][NH:13]2. (2) Given the reactants [CH3:1][N:2]([CH2:19][CH:20]1[CH2:22]O1)[S:3]([C:6]([F:18])([F:17])[C:7]([F:16])([F:15])[C:8]([F:14])([F:13])[C:9]([F:12])([F:11])[F:10])(=[O:5])=[O:4].[CH3:23][NH:24][S:25]([C:28]([F:31])([F:30])[F:29])(=[O:27])=[O:26].[OH-:32].[Na+], predict the reaction product. The product is: [OH:32][CH:20]([CH2:22][N:24]([CH3:23])[S:25]([C:28]([F:31])([F:30])[F:29])(=[O:27])=[O:26])[CH2:19][N:2]([CH3:1])[S:3]([C:6]([F:17])([F:18])[C:7]([F:15])([F:16])[C:8]([F:14])([F:13])[C:9]([F:10])([F:11])[F:12])(=[O:5])=[O:4]. (3) Given the reactants [Br:1][C:2]1[N:7]2[CH:8]=[N:9][CH:10]=[C:6]2[C:5](O)=[N:4][C:3]=1[Cl:12].C(N(CC)CC)C.CS(Cl)(=O)=O.C(N(CC)C(C)C)(C)C.[CH3:34][N:35]([CH3:42])[CH:36]1[CH2:41][CH2:40][NH:39][CH2:38][CH2:37]1, predict the reaction product. The product is: [Br:1][C:2]1[N:7]2[CH:8]=[N:9][CH:10]=[C:6]2[C:5]([N:39]2[CH2:40][CH2:41][CH:36]([N:35]([CH3:42])[CH3:34])[CH2:37][CH2:38]2)=[N:4][C:3]=1[Cl:12]. (4) Given the reactants [CH:1]1([C:4]([N:6]2[CH2:10][CH2:9][C@@H:8]([CH2:11][NH2:12])[CH2:7]2)=[O:5])[CH2:3][CH2:2]1.Cl[C:14]1[CH:15]=[C:16]([CH:19]=[CH:20][C:21]=1[N+:22]([O-:24])=[O:23])[C:17]#[N:18].CCN(C(C)C)C(C)C, predict the reaction product. The product is: [CH:1]1([C:4]([N:6]2[CH2:10][CH2:9][C@@H:8]([CH2:11][NH:12][C:20]3[CH:19]=[C:16]([CH:15]=[CH:14][C:21]=3[N+:22]([O-:24])=[O:23])[C:17]#[N:18])[CH2:7]2)=[O:5])[CH2:2][CH2:3]1.